Dataset: Full USPTO retrosynthesis dataset with 1.9M reactions from patents (1976-2016). Task: Predict the reactants needed to synthesize the given product. (1) Given the product [Br:29][C:26]1[CH:25]=[CH:24][C:23]([C:20]2[CH:19]=[CH:18][C:17]([O:31][CH2:21][CH2:22][CH2:17][CH2:18][CH2:19][CH2:20][O:38][CH2:37][CH:33]3[CH2:36][CH2:35][CH2:34]3)=[CH:22][CH:21]=2)=[CH:28][CH:27]=1, predict the reactants needed to synthesize it. The reactants are: C1(C)C=CC(S(OCCCCCC[C:17]2[CH:22]=[CH:21][C:20]([C:23]3[CH:28]=[CH:27][C:26]([Br:29])=[CH:25][CH:24]=3)=[CH:19][CH:18]=2)(=O)=O)=CC=1.[OH-:31].[K+].[CH:33]1([CH2:37][OH:38])[CH2:36][CH2:35][CH2:34]1. (2) Given the product [F:3][CH2:4][CH2:5][O:6][C:7]1[CH:8]=[CH:9][C:10]([C:13]2[N:14]=[C:15]3[CH:20]=[CH:19][C:18]([Cl:21])=[CH:17][N:16]3[C:22]=2[CH2:23][C:24]([OH:26])=[O:25])=[CH:11][CH:12]=1, predict the reactants needed to synthesize it. The reactants are: [OH-].[Na+].[F:3][CH2:4][CH2:5][O:6][C:7]1[CH:12]=[CH:11][C:10]([C:13]2[N:14]=[C:15]3[CH:20]=[CH:19][C:18]([Cl:21])=[CH:17][N:16]3[C:22]=2[CH2:23][C:24]([O:26]C)=[O:25])=[CH:9][CH:8]=1. (3) Given the product [ClH:1].[ClH:33].[Cl:1][C:2]1[S:29][C:5]2[O:6][C:7]3[CH:27]=[C:26]([CH3:28])[CH:25]=[CH:24][C:8]=3[N:9]=[C:10]([N:11]3[CH2:12][CH2:13][N:14]([CH2:17][C:18]([CH3:23])([CH3:22])[C:19]([OH:21])=[O:20])[CH2:15][CH2:16]3)[C:4]=2[CH:3]=1, predict the reactants needed to synthesize it. The reactants are: [Cl:1][C:2]1[S:29][C:5]2[O:6][C:7]3[CH:27]=[C:26]([CH3:28])[CH:25]=[CH:24][C:8]=3[N:9]=[C:10]([N:11]3[CH2:16][CH2:15][N:14]([CH2:17][C:18]([CH3:23])([CH3:22])[C:19]([OH:21])=[O:20])[CH2:13][CH2:12]3)[C:4]=2[CH:3]=1.C(#N)C.[ClH:33]. (4) Given the product [F:1][C:2]1[CH:7]=[CH:6][CH:5]=[C:4]2[C:3]=1[NH:8][C:9](=[O:13])[C:10]2=[O:15], predict the reactants needed to synthesize it. The reactants are: [F:1][C:2]1[CH:7]=[CH:6][CH:5]=[CH:4][C:3]=1[NH:8][C:9](=[O:13])[CH:10]=NO.S(=O)(=O)(O)[OH:15]. (5) Given the product [CH3:60][O:59][CH2:58][C@@H:57]([NH:56][C:55]1[CH:54]=[C:53]2[C:49]([C:50]([CH3:65])([CH3:64])[C:51](=[O:63])[N:52]2[CH3:62])=[CH:48][C:47]=1[NH:46][C:10]([C:4]1[CH:5]=[C:6]([CH3:9])[C:7](=[O:8])[N:2]([CH3:1])[CH:3]=1)=[O:12])[CH3:61], predict the reactants needed to synthesize it. The reactants are: [CH3:1][N:2]1[C:7](=[O:8])[C:6]([CH3:9])=[CH:5][C:4]([C:10]([OH:12])=O)=[CH:3]1.CCN(C(C)C)C(C)C.CN(C(ON1N=NC2C=CC=NC1=2)=[N+](C)C)C.F[P-](F)(F)(F)(F)F.[NH2:46][C:47]1[CH:48]=[C:49]2[C:53](=[CH:54][C:55]=1[NH:56][C@@H:57]([CH3:61])[CH2:58][O:59][CH3:60])[N:52]([CH3:62])[C:51](=[O:63])[C:50]2([CH3:65])[CH3:64]. (6) Given the product [CH3:58][O:59][C:60](=[O:63])[CH2:61][NH:62][C:24]([C:11]1[C:10]([O:9][CH2:2][C:3]2[CH:8]=[CH:7][CH:6]=[CH:5][CH:4]=2)=[CH:15][C:14]([O:16][CH2:17][C:18]2[CH:23]=[CH:22][CH:21]=[CH:20][CH:19]=2)=[CH:13][N:12]=1)=[O:25], predict the reactants needed to synthesize it. The reactants are: Cl.[CH2:2]([O:9][C:10]1[C:11]([C:24](O)=[O:25])=[N:12][CH:13]=[C:14]([O:16][CH2:17][C:18]2[CH:23]=[CH:22][CH:21]=[CH:20][CH:19]=2)[CH:15]=1)[C:3]1[CH:8]=[CH:7][CH:6]=[CH:5][CH:4]=1.C(N(C(C)C)CC)(C)C.CN(C)CCCN=C=NCC.ON1C2C=CC=CC=2N=N1.Cl.[CH3:58][O:59][C:60](=[O:63])[CH2:61][NH2:62]. (7) Given the product [CH2:1]([C:4]1[C:5]([Cl:13])=[C:6]2[CH:12]=[CH:11][N:10]([S:16]([C:19]3[CH:25]=[CH:24][C:22]([CH3:23])=[CH:21][CH:20]=3)(=[O:18])=[O:17])[C:7]2=[N:8][CH:9]=1)[CH:2]=[CH2:3], predict the reactants needed to synthesize it. The reactants are: [CH2:1]([C:4]1[C:5]([Cl:13])=[C:6]2[CH:12]=[CH:11][NH:10][C:7]2=[N:8][CH:9]=1)[CH:2]=[CH2:3].[H-].[Na+].[S:16](Cl)([C:19]1[CH:25]=[CH:24][C:22]([CH3:23])=[CH:21][CH:20]=1)(=[O:18])=[O:17]. (8) Given the product [C:32]([CH2:31][N:11]1[CH2:12][CH2:13][N:14]([CH2:17][CH:18]([OH:30])[CH2:19][CH2:20][C:21]2[CH:26]=[CH:25][C:24]([N+:27]([O-:29])=[O:28])=[CH:23][CH:22]=2)[CH2:15][CH2:16][N:8]([CH2:7][C:6]([OH:39])=[O:5])[CH2:9][CH2:10]1)([OH:34])=[O:33], predict the reactants needed to synthesize it. The reactants are: C([O:5][C:6](=[O:39])[CH2:7][N:8]1[CH2:16][CH2:15][N:14]([CH2:17][CH:18]([OH:30])[CH2:19][CH2:20][C:21]2[CH:26]=[CH:25][C:24]([N+:27]([O-:29])=[O:28])=[CH:23][CH:22]=2)[CH2:13][CH2:12][N:11]([CH2:31][C:32]([O:34]C(C)(C)C)=[O:33])[CH2:10][CH2:9]1)(C)(C)C. (9) Given the product [CH2:33]([O:32][C:30](=[O:31])[C:29]([CH3:36])([O:1][C:2]1[CH:7]=[CH:6][C:5]([CH2:8][CH2:9][CH2:10][CH:11]2[CH2:15][N:14]([CH2:16][C:17]3[CH:18]=[CH:19][C:20]([CH3:23])=[CH:21][CH:22]=3)[C:13](=[O:24])[N:12]2[CH2:25][CH2:26][CH3:27])=[CH:4][CH:3]=1)[CH3:35])[CH3:34], predict the reactants needed to synthesize it. The reactants are: [OH:1][C:2]1[CH:7]=[CH:6][C:5]([CH2:8][CH2:9][CH2:10][CH:11]2[CH2:15][N:14]([CH2:16][C:17]3[CH:22]=[CH:21][C:20]([CH3:23])=[CH:19][CH:18]=3)[C:13](=[O:24])[N:12]2[CH2:25][CH2:26][CH3:27])=[CH:4][CH:3]=1.Br[C:29]([CH3:36])([CH3:35])[C:30]([O:32][CH2:33][CH3:34])=[O:31].[O-]S([O-])(=O)=O.[Mg+2].C([O-])([O-])=O.[K+].[K+].N#N.Cl. (10) Given the product [NH2:18][C:16]1[NH:15][N:14]=[C:13]([NH:12][C:5]2[CH:6]=[C:7]([C:8]([F:11])([F:10])[F:9])[C:2]([C:55]3[CH:56]=[CH:57][C:58]([S:61]([NH:64][C:65]([CH3:71])([CH3:70])[C:66]([F:68])([F:67])[F:69])(=[O:63])=[O:62])=[CH:59][CH:60]=3)=[C:3]([Cl:19])[CH:4]=2)[N:17]=1, predict the reactants needed to synthesize it. The reactants are: Br[C:2]1[C:7]([C:8]([F:11])([F:10])[F:9])=[CH:6][C:5]([NH:12][C:13]2[N:17]=[C:16]([NH2:18])[NH:15][N:14]=2)=[CH:4][C:3]=1[Cl:19].CN1C(C)(C)CC(SC2C=CC(B3OC(C)(C)C(C)(C)O3)=CC=2)CC1(C)C.CC1(C)C(C)(C)OB([C:55]2[CH:60]=[CH:59][C:58]([S:61]([NH:64][C:65]([CH3:71])([CH3:70])[C:66]([F:69])([F:68])[F:67])(=[O:63])=[O:62])=[CH:57][CH:56]=2)O1.C([O-])([O-])=O.[K+].[K+].